This data is from Full USPTO retrosynthesis dataset with 1.9M reactions from patents (1976-2016). The task is: Predict the reactants needed to synthesize the given product. (1) Given the product [CH2:31]([C:30]1[N:38]=[C:13]([CH:12]=[CH:11][C:5]2[CH:6]=[CH:7][C:8]([O:9][CH3:10])=[C:3]([O:2][CH3:1])[CH:4]=2)[O:15][N:29]=1)[C:32]1[CH:37]=[CH:36][CH:35]=[CH:34][CH:33]=1, predict the reactants needed to synthesize it. The reactants are: [CH3:1][O:2][C:3]1[CH:4]=[C:5]([CH:11]=[CH:12][C:13]([OH:15])=O)[CH:6]=[CH:7][C:8]=1[O:9][CH3:10].C(N1C=CN=C1)(N1C=CN=C1)=O.O[NH:29][C:30](=[NH:38])[CH2:31][C:32]1[CH:37]=[CH:36][CH:35]=[CH:34][CH:33]=1.O. (2) Given the product [CH3:9][N:10]([CH:12]=[C:2]1[C:3](=[O:7])[CH2:4][CH2:5][CH2:6][C:1]1=[O:8])[CH3:11], predict the reactants needed to synthesize it. The reactants are: [C:1]1(=[O:8])[CH2:6][CH2:5][CH2:4][C:3](=[O:7])[CH2:2]1.[CH3:9][N:10]([CH:12](OC)OC)[CH3:11]. (3) Given the product [N+:24]([C:19]1[CH:20]=[N:21][CH:22]=[CH:23][C:18]=1[C:9]1[CH2:14][CH2:13][CH2:12][C:11](=[O:15])[CH:10]=1)([O-:26])=[O:25], predict the reactants needed to synthesize it. The reactants are: CC1(C)C(C)(C)OB([C:9]2[CH2:14][CH2:13][CH2:12][C:11](=[O:15])[CH:10]=2)O1.Cl[C:18]1[CH:23]=[CH:22][N:21]=[CH:20][C:19]=1[N+:24]([O-:26])=[O:25].O. (4) Given the product [I:1][C:2]1[C:10]2[C:5](=[CH:6][CH:7]=[CH:8][C:9]=2[N+:11]([O-:13])=[O:12])[N:4]([CH2:15][C:16]2[CH:21]=[CH:20][CH:19]=[C:18]([CH3:22])[N:17]=2)[N:3]=1, predict the reactants needed to synthesize it. The reactants are: [I:1][C:2]1[C:10]2[C:5](=[CH:6][CH:7]=[CH:8][C:9]=2[N+:11]([O-:13])=[O:12])[NH:4][N:3]=1.Br[CH2:15][C:16]1[CH:21]=[CH:20][CH:19]=[C:18]([CH3:22])[N:17]=1.C(=O)([O-])[O-].[K+].[K+]. (5) Given the product [Cl:1][C:2]1[CH:21]=[CH:20][C:5]([O:6][C:7]2[CH:8]=[C:9]([S:13]([CH2:16][CH2:17][CH2:18][NH:19][S:45]([CH3:44])(=[O:47])=[O:46])(=[O:15])=[O:14])[CH:10]=[CH:11][CH:12]=2)=[CH:4][C:3]=1[C:22]1[C:31]2[C:26](=[C:27]([C:32]([F:35])([F:34])[F:33])[CH:28]=[CH:29][CH:30]=2)[N:25]=[C:24]([CH3:36])[N:23]=1, predict the reactants needed to synthesize it. The reactants are: [Cl:1][C:2]1[CH:21]=[CH:20][C:5]([O:6][C:7]2[CH:8]=[C:9]([S:13]([CH2:16][CH2:17][CH2:18][NH2:19])(=[O:15])=[O:14])[CH:10]=[CH:11][CH:12]=2)=[CH:4][C:3]=1[C:22]1[C:31]2[C:26](=[C:27]([C:32]([F:35])([F:34])[F:33])[CH:28]=[CH:29][CH:30]=2)[N:25]=[C:24]([CH3:36])[N:23]=1.C(N(CC)CC)C.[CH3:44][S:45](Cl)(=[O:47])=[O:46]. (6) Given the product [F:1][C:2]1([C:12]2[C:17]([CH3:18])=[CH:16][CH:15]=[CH:14][N:13]=2)[CH2:11][CH2:10][C:5](=[O:6])[CH2:4][CH2:3]1, predict the reactants needed to synthesize it. The reactants are: [F:1][C:2]1([C:12]2[C:17]([CH3:18])=[CH:16][CH:15]=[CH:14][N:13]=2)[CH2:11][CH2:10][C:5]2(OCC[O:6]2)[CH2:4][CH2:3]1.ClC1C(C2(F)CCC3(OCCO3)CC2)=NC=CC=1.